This data is from Forward reaction prediction with 1.9M reactions from USPTO patents (1976-2016). The task is: Predict the product of the given reaction. The product is: [CH2:1]([O:3][C:4]([C@:5]1([C:8]2[CH:13]=[CH:12][C:11]([S:14]([CH:17]3[CH2:19][CH2:18]3)(=[O:16])=[O:15])=[CH:10][CH:9]=2)[CH2:4][C@H:5]1[CH:8]1[CH2:13][CH2:12][CH2:11][CH2:10][CH2:9]1)=[O:20])[CH3:2]. Given the reactants [CH2:1]([O:3][C:4](=[O:20])[C:5]([C:8]1[CH:13]=[CH:12][C:11]([S:14]([CH:17]2[CH2:19][CH2:18]2)(=[O:16])=[O:15])=[CH:10][CH:9]=1)=[N+]=[N-])[CH3:2], predict the reaction product.